Dataset: Peptide-MHC class I binding affinity with 185,985 pairs from IEDB/IMGT. Task: Regression. Given a peptide amino acid sequence and an MHC pseudo amino acid sequence, predict their binding affinity value. This is MHC class I binding data. (1) The peptide sequence is ETINEEAADW. The MHC is HLA-A02:06 with pseudo-sequence HLA-A02:06. The binding affinity (normalized) is 0. (2) The peptide sequence is AFMATNKAY. The MHC is HLA-B27:03 with pseudo-sequence HLA-B27:03. The binding affinity (normalized) is 0.0847. (3) The peptide sequence is DRIYSFPDP. The MHC is HLA-B27:05 with pseudo-sequence HLA-B27:05. The binding affinity (normalized) is 0. (4) The peptide sequence is MPVMKRYSA. The MHC is HLA-B51:01 with pseudo-sequence HLA-B51:01. The binding affinity (normalized) is 0.0847. (5) The peptide sequence is YLPTQQDVL. The MHC is Mamu-B08 with pseudo-sequence Mamu-B08. The binding affinity (normalized) is 0.